Dataset: Catalyst prediction with 721,799 reactions and 888 catalyst types from USPTO. Task: Predict which catalyst facilitates the given reaction. (1) Reactant: [Cl:1][C:2]1[C:3]([F:17])=[C:4]([NH:9]C(=O)OC(C)(C)C)[C:5]([F:8])=[CH:6][CH:7]=1.Cl. Product: [Cl:1][C:2]1[C:3]([F:17])=[C:4]([C:5]([F:8])=[CH:6][CH:7]=1)[NH2:9]. The catalyst class is: 71. (2) Reactant: [NH2:1][C:2]([C@@H:4]([NH:9][C:10]([N:12]1[C:16]2[CH:17]=[CH:18][CH:19]=[CH:20][C:15]=2[N:14]([CH2:21][CH2:22][C:23]([NH:26]C(=O)OC(C)(C)C)([CH3:25])[CH3:24])[C:13]1=[O:34])=[O:11])[C:5]([CH3:8])([CH3:7])[CH3:6])=[O:3].[ClH:35].CO. Product: [ClH:35].[NH2:1][C:2]([C@@H:4]([NH:9][C:10]([N:12]1[C:16]2[CH:17]=[CH:18][CH:19]=[CH:20][C:15]=2[N:14]([CH2:21][CH2:22][C:23]([NH2:26])([CH3:25])[CH3:24])[C:13]1=[O:34])=[O:11])[C:5]([CH3:7])([CH3:8])[CH3:6])=[O:3]. The catalyst class is: 5.